Task: Predict which catalyst facilitates the given reaction.. Dataset: Catalyst prediction with 721,799 reactions and 888 catalyst types from USPTO The catalyst class is: 497. Reactant: I[CH:2]([C:4]1[CH:12]=[CH:11][CH:10]=[C:9]2[C:5]=1[CH:6]=[CH:7][N:8]2[S:13]([C:16]1[CH:21]=[CH:20][CH:19]=[CH:18][CH:17]=1)(=[O:15])=[O:14])[CH3:3].[CH3:22][NH2:23]. Product: [CH3:22][NH:23][CH:2]([C:4]1[CH:12]=[CH:11][CH:10]=[C:9]2[C:5]=1[CH:6]=[CH:7][N:8]2[S:13]([C:16]1[CH:21]=[CH:20][CH:19]=[CH:18][CH:17]=1)(=[O:15])=[O:14])[CH3:3].